This data is from Forward reaction prediction with 1.9M reactions from USPTO patents (1976-2016). The task is: Predict the product of the given reaction. (1) The product is: [Br:1][C:2]1[CH:7]=[CH:6][CH:5]=[C:4]([C:8]([C:11]2[CH:16]=[CH:15][CH:14]=[C:13]([O:17][CH3:18])[CH:12]=2)=[CH2:9])[CH:3]=1. Given the reactants [Br:1][C:2]1[CH:3]=[C:4]([C:8]([C:11]2[CH:16]=[CH:15][CH:14]=[C:13]([O:17][CH3:18])[CH:12]=2)(O)[CH3:9])[CH:5]=[CH:6][CH:7]=1.C1(C)C=CC(S(O)(=O)=O)=CC=1, predict the reaction product. (2) Given the reactants [C:1](Cl)(=[O:8])[C:2]1[CH:7]=[CH:6][CH:5]=[CH:4][CH:3]=1.[Cl:10][C:11]1[CH:12]=[CH:13][C:14]([O:26][CH2:27][C:28]2[CH:33]=[CH:32][CH:31]=[CH:30][CH:29]=2)=[C:15]([CH2:17][N:18]2[C:22]([CH3:23])=[CH:21][C:20]([NH:24][CH3:25])=[N:19]2)[CH:16]=1.C(N(CC)CC)C.CCOCC.CCCCCC, predict the reaction product. The product is: [Cl:10][C:11]1[CH:12]=[CH:13][C:14]([O:26][CH2:27][C:28]2[CH:29]=[CH:30][CH:31]=[CH:32][CH:33]=2)=[C:15]([CH2:17][N:18]2[C:22]([CH3:23])=[CH:21][C:20]([N:24]([CH3:25])[C:1](=[O:8])[C:2]3[CH:7]=[CH:6][CH:5]=[CH:4][CH:3]=3)=[N:19]2)[CH:16]=1.